Dataset: NCI-60 drug combinations with 297,098 pairs across 59 cell lines. Task: Regression. Given two drug SMILES strings and cell line genomic features, predict the synergy score measuring deviation from expected non-interaction effect. (1) Drug 1: CC(C1=C(C=CC(=C1Cl)F)Cl)OC2=C(N=CC(=C2)C3=CN(N=C3)C4CCNCC4)N. Drug 2: CC1=C(C(=CC=C1)Cl)NC(=O)C2=CN=C(S2)NC3=CC(=NC(=N3)C)N4CCN(CC4)CCO. Cell line: MDA-MB-231. Synergy scores: CSS=51.9, Synergy_ZIP=11.1, Synergy_Bliss=14.4, Synergy_Loewe=-4.13, Synergy_HSA=16.5. (2) Drug 1: C1=CC(=CC=C1CCC2=CNC3=C2C(=O)NC(=N3)N)C(=O)NC(CCC(=O)O)C(=O)O. Drug 2: C1CC(=O)NC(=O)C1N2C(=O)C3=CC=CC=C3C2=O. Cell line: NCI-H322M. Synergy scores: CSS=7.01, Synergy_ZIP=-2.53, Synergy_Bliss=-3.45, Synergy_Loewe=-16.6, Synergy_HSA=-3.38. (3) Drug 1: CS(=O)(=O)CCNCC1=CC=C(O1)C2=CC3=C(C=C2)N=CN=C3NC4=CC(=C(C=C4)OCC5=CC(=CC=C5)F)Cl. Drug 2: C1CN(P(=O)(OC1)NCCCl)CCCl. Cell line: SNB-75. Synergy scores: CSS=2.40, Synergy_ZIP=-1.05, Synergy_Bliss=0.425, Synergy_Loewe=-0.571, Synergy_HSA=0.303. (4) Drug 1: CC1=CC=C(C=C1)C2=CC(=NN2C3=CC=C(C=C3)S(=O)(=O)N)C(F)(F)F. Drug 2: CNC(=O)C1=NC=CC(=C1)OC2=CC=C(C=C2)NC(=O)NC3=CC(=C(C=C3)Cl)C(F)(F)F. Cell line: EKVX. Synergy scores: CSS=-2.59, Synergy_ZIP=-0.668, Synergy_Bliss=-4.25, Synergy_Loewe=-4.95, Synergy_HSA=-5.63. (5) Drug 1: C#CCC(CC1=CN=C2C(=N1)C(=NC(=N2)N)N)C3=CC=C(C=C3)C(=O)NC(CCC(=O)O)C(=O)O. Drug 2: C(CN)CNCCSP(=O)(O)O. Cell line: MALME-3M. Synergy scores: CSS=-2.16, Synergy_ZIP=-1.96, Synergy_Bliss=-9.01, Synergy_Loewe=-8.29, Synergy_HSA=-8.43. (6) Drug 1: C1=CC(=C2C(=C1NCCNCCO)C(=O)C3=C(C=CC(=C3C2=O)O)O)NCCNCCO. Drug 2: CN1C(=O)N2C=NC(=C2N=N1)C(=O)N. Cell line: LOX IMVI. Synergy scores: CSS=41.1, Synergy_ZIP=0.977, Synergy_Bliss=2.58, Synergy_Loewe=-12.4, Synergy_HSA=4.67.